Task: Predict the reactants needed to synthesize the given product.. Dataset: Full USPTO retrosynthesis dataset with 1.9M reactions from patents (1976-2016) (1) Given the product [ClH:1].[CH3:2][O:3][C:4]1[CH:5]=[CH:6][C:7]([C:8]([NH:10][C:11]2[C:12]([NH:24][C:25](=[O:40])[C:26]3[CH:31]=[CH:30][C:29]([N:32]4[CH2:38][CH2:37][CH2:36][N:35]([CH3:39])[CH2:34][CH2:33]4)=[CH:28][CH:27]=3)=[C:13]([CH:21]=[CH:22][CH:23]=2)[O:14][CH2:15][C:16]([OH:18])=[O:17])=[O:9])=[CH:41][CH:42]=1, predict the reactants needed to synthesize it. The reactants are: [ClH:1].[CH3:2][O:3][C:4]1[CH:42]=[CH:41][C:7]([C:8]([NH:10][C:11]2[C:12]([NH:24][C:25](=[O:40])[C:26]3[CH:31]=[CH:30][C:29]([N:32]4[CH2:38][CH2:37][CH2:36][N:35]([CH3:39])[CH2:34][CH2:33]4)=[CH:28][CH:27]=3)=[C:13]([CH:21]=[CH:22][CH:23]=2)[O:14][CH2:15][C:16]([O:18]CC)=[O:17])=[O:9])=[CH:6][CH:5]=1.[OH-].[Na+].Cl. (2) Given the product [O:33]1[CH:34]=[CH:35][CH:36]=[C:32]1[C:30]([NH:29][CH2:28][C:26]1[N:27]=[C:23]([N:21]2[CH2:20][CH:19]([OH:18])[CH2:22]2)[S:24][CH:25]=1)=[O:31], predict the reactants needed to synthesize it. The reactants are: [Si]([O:18][CH:19]1[CH2:22][N:21]([C:23]2[S:24][CH:25]=[C:26]([CH2:28][NH:29][C:30]([C:32]3[O:33][CH:34]=[CH:35][CH:36]=3)=[O:31])[N:27]=2)[CH2:20]1)(C(C)(C)C)(C1C=CC=CC=1)C1C=CC=CC=1.[F-].C([N+](CCCC)(CCCC)CCCC)CCC. (3) Given the product [CH3:14][O:15][C:39](=[O:40])[CH2:38][C:9]1[CH:8]=[C:7]([OH:12])[CH:6]=[C:5]([O:4][C:1]2[CH:2]=[CH:30][C:25]([S:22]([CH2:20][CH3:21])(=[O:23])=[O:24])=[CH:26][C:27]=2[Cl:32])[CH:10]=1, predict the reactants needed to synthesize it. The reactants are: [C:1]([O:4][C:5]1[CH:10]=[C:9](O)[CH:8]=[C:7]([OH:12])[C:6]=1C)(=O)[CH3:2].[C:14](=O)([O-])[O-:15].[Cs+].[Cs+].[CH2:20]([S:22]([C:25]1[CH:30]=CC(F)=[C:27]([Cl:32])[CH:26]=1)(=[O:24])=[O:23])[CH3:21].Cl.CN1[C:39](=[O:40])[CH2:38]CC1. (4) Given the product [CH2:1]([O:8][C:9](=[O:39])[N:10]([C@@H:20]1[C:21](=[O:38])[N:22]([CH2:27][C:28]2[CH:33]=[CH:32][C:31]([O:34][CH3:35])=[CH:30][C:29]=2[O:36][CH3:37])[C@@H:23]1[CH2:24][C:25]1[N:70]=[N:69][N:68]([CH2:67][CH2:66][NH:65][C:58]([O:60][C:61]([CH3:64])([CH3:63])[CH3:62])=[O:59])[CH:26]=1)[CH2:11][C:12]1[CH:13]=[CH:14][C:15]([O:18][CH3:19])=[CH:16][CH:17]=1)[C:2]1[CH:7]=[CH:6][CH:5]=[CH:4][CH:3]=1, predict the reactants needed to synthesize it. The reactants are: [CH2:1]([O:8][C:9](=[O:39])[N:10]([C@H:20]1[C@@H:23]([CH2:24][C:25]#[CH:26])[N:22]([CH2:27][C:28]2[CH:33]=[CH:32][C:31]([O:34][CH3:35])=[CH:30][C:29]=2[O:36][CH3:37])[C:21]1=[O:38])[CH2:11][C:12]1[CH:17]=[CH:16][C:15]([O:18][CH3:19])=[CH:14][CH:13]=1)[C:2]1[CH:7]=[CH:6][CH:5]=[CH:4][CH:3]=1.C(O)(C)(C)C.O=C1O[C@H]([C@H](CO)O)C([O-])=C1O.[Na+].[C:58]([NH:65][CH2:66][CH2:67][N:68]=[N+:69]=[N-:70])([O:60][C:61]([CH3:64])([CH3:63])[CH3:62])=[O:59].